This data is from Reaction yield outcomes from USPTO patents with 853,638 reactions. The task is: Predict the reaction yield, written as a fraction of the theoretical maximum amount of product (1.0 means a 100% yield; for example, 0.34 means a 34% yield). (1) The reactants are Cl[CH2:2][CH2:3][N:4]([CH2:15][CH2:16]Cl)[S:5]([C:8]1[CH:13]=[CH:12][C:11]([CH3:14])=[CH:10][CH:9]=1)(=[O:7])=[O:6].[Br:18][C:19]1[CH:24]=[CH:23][C:22]([C@H:25]([NH2:27])[CH3:26])=[CH:21][CH:20]=1.CCO.O. The catalyst is CCN(C(C)C)C(C)C. The product is [Br:18][C:19]1[CH:24]=[CH:23][C:22]([C@H:25]([N:27]2[CH2:16][CH2:15][N:4]([S:5]([C:8]3[CH:13]=[CH:12][C:11]([CH3:14])=[CH:10][CH:9]=3)(=[O:7])=[O:6])[CH2:3][CH2:2]2)[CH3:26])=[CH:21][CH:20]=1. The yield is 0.780. (2) The reactants are [CH2:1]([N:4]1[CH2:9][CH2:8][O:7][CH2:6][CH2:5]1)[C:2]#[CH:3].C([Mg]Cl)(C)C.CON(C)[C:18](=[O:20])[CH3:19].[NH4+].[Cl-]. The catalyst is C1COCC1. The product is [N:4]1([CH2:1][C:2]#[C:3][C:18](=[O:20])[CH3:19])[CH2:9][CH2:8][O:7][CH2:6][CH2:5]1. The yield is 0.890. (3) The reactants are [Br:1][C:2]1[C:3]([CH3:12])=[C:4]([C:8]([O:10][CH3:11])=[O:9])[S:5][C:6]=1Br.C(=O)([O-])[O-].[K+].[K+].[C:19]1([SH:25])[CH:24]=[CH:23][CH:22]=[CH:21][CH:20]=1.O. The catalyst is CN(C)C=O. The product is [Br:1][C:2]1[C:3]([CH3:12])=[C:4]([C:8]([O:10][CH3:11])=[O:9])[S:5][C:6]=1[S:25][C:19]1[CH:24]=[CH:23][CH:22]=[CH:21][CH:20]=1. The yield is 0.920. (4) The reactants are ClCCCl.[Br:5][C:6]1[CH:7]=[C:8]([CH:11]=[CH:12][CH:13]=1)[CH:9]=O.[O:14]([C:21]1[CH:22]=[C:23]([CH:25]=[CH:26][CH:27]=1)[NH2:24])[C:15]1[CH:20]=[CH:19][CH:18]=[CH:17][CH:16]=1.[BH-](OC(C)=O)(OC(C)=O)OC(C)=O.[Na+]. The catalyst is O.C(O)(=O)C. The product is [O:14]([C:21]1[CH:22]=[C:23]([NH:24][CH2:9][C:8]2[CH:11]=[CH:12][CH:13]=[C:6]([Br:5])[CH:7]=2)[CH:25]=[CH:26][CH:27]=1)[C:15]1[CH:16]=[CH:17][CH:18]=[CH:19][CH:20]=1. The yield is 0.980. (5) The reactants are C(OC([N:8](C(OC(C)(C)C)=O)[C:9]1[N:10]=[CH:11][CH:12]=[C:13]2[CH:17]=[C:16](B(O)O)[O:15][C:14]=12)=O)(C)(C)C.Br[C:29]1[C:30]2[S:37][N:36]=[CH:35][C:31]=2[CH:32]=[N:33][CH:34]=1.C(=O)([O-])[O-].[K+].[K+].Cl.C1C(=O)N([I:52])C(=O)C1. The catalyst is CN(C=O)C.C1C=CC([P]([Pd]([P](C2C=CC=CC=2)(C2C=CC=CC=2)C2C=CC=CC=2)([P](C2C=CC=CC=2)(C2C=CC=CC=2)C2C=CC=CC=2)[P](C2C=CC=CC=2)(C2C=CC=CC=2)C2C=CC=CC=2)(C2C=CC=CC=2)C2C=CC=CC=2)=CC=1.CO.O.O1CCOCC1. The product is [I:52][C:12]1[CH:11]=[N:10][C:9]([NH2:8])=[C:14]2[O:15][C:16]([C:29]3[C:30]4[S:37][N:36]=[CH:35][C:31]=4[CH:32]=[N:33][CH:34]=3)=[CH:17][C:13]=12. The yield is 0.170.